The task is: Regression. Given a peptide amino acid sequence and an MHC pseudo amino acid sequence, predict their binding affinity value. This is MHC class II binding data.. This data is from Peptide-MHC class II binding affinity with 134,281 pairs from IEDB. (1) The peptide sequence is MRRLADQSLPPNFSC. The MHC is DRB1_0901 with pseudo-sequence DRB1_0901. The binding affinity (normalized) is 0.342. (2) The peptide sequence is TLVSAVAANELGMLED. The MHC is HLA-DQA10201-DQB10301 with pseudo-sequence HLA-DQA10201-DQB10301. The binding affinity (normalized) is 0.756. (3) The peptide sequence is GGNLEAKITMLTNGQC. The MHC is DRB1_0301 with pseudo-sequence DRB1_0301. The binding affinity (normalized) is 0. (4) The peptide sequence is AGDGDVVAVDIKEKG. The MHC is DRB1_0405 with pseudo-sequence DRB1_0405. The binding affinity (normalized) is 0.185. (5) The peptide sequence is IVLNHMTGAQSGKGT. The MHC is DRB1_0901 with pseudo-sequence DRB1_0901. The binding affinity (normalized) is 0.651. (6) The peptide sequence is PIEHIASMRRNYFTA. The MHC is DRB1_0901 with pseudo-sequence DRB1_0901. The binding affinity (normalized) is 0.214.